This data is from Reaction yield outcomes from USPTO patents with 853,638 reactions. The task is: Predict the reaction yield, written as a fraction of the theoretical maximum amount of product (1.0 means a 100% yield; for example, 0.34 means a 34% yield). (1) The reactants are [CH2:1]1[O:13][C:12]2[CH:11]=[C:10]3[C:5]([C:6]([N:14]([CH2:28][CH2:29][N:30]([CH3:32])[CH3:31])[C:15](=[O:27])[C:16]4[CH:21]=[C:20]([O:22][CH3:23])[C:19]([O:24][CH3:25])=[CH:18][C:17]=4I)=[CH:7][CH:8]=[N:9]3)=[CH:4][C:3]=2[O:2]1. The catalyst is C(Cl)(Cl)Cl. The product is [CH3:23][O:22][C:20]1[C:19]([O:24][CH3:25])=[CH:18][C:17]2[C:7]3[C:6](=[C:5]4[CH:4]=[C:3]5[O:2][CH2:1][O:13][C:12]5=[CH:11][C:10]4=[N:9][CH:8]=3)[N:14]([CH2:28][CH2:29][N:30]([CH3:32])[CH3:31])[C:15](=[O:27])[C:16]=2[CH:21]=1. The yield is 0.410. (2) The reactants are [CH3:1][C@H:2]([C@@:10]([OH:25])([C:17]1[CH:18]=[CH:19][C:20]([F:24])=[CH:21][C:22]=1[F:23])[CH2:11][N:12]1[N:16]=[CH:15][N:14]=[CH:13]1)[C:3]1[N:8]=[CH:7][N:6]=[CH:5][C:4]=1[F:9].[C@@]12(CS([O-])(=O)=O)C(C)(C)C(CC1)CC2=O.C(N(CC)CC)C. The catalyst is O. The product is [CH3:1][C@H:2]([C@@:10]([OH:25])([C:17]1[CH:18]=[CH:19][C:20]([F:24])=[CH:21][C:22]=1[F:23])[CH2:11][N:12]1[N:16]=[CH:15][N:14]=[CH:13]1)[C:3]1[N:8]=[CH:7][N:6]=[CH:5][C:4]=1[F:9]. The yield is 0.921. (3) The reactants are [Br:1][C:2]1[CH:3]=[C:4]([CH:7]=[CH:8][CH:9]=1)[CH2:5][OH:6].[H-].[Na+].[CH3:12][O:13][CH2:14]Cl. The catalyst is O1CCCC1. The product is [Br:1][C:2]1[CH:9]=[CH:8][CH:7]=[C:4]([CH2:5][O:6][CH2:12][O:13][CH3:14])[CH:3]=1. The yield is 0.830.